This data is from Full USPTO retrosynthesis dataset with 1.9M reactions from patents (1976-2016). The task is: Predict the reactants needed to synthesize the given product. Given the product [NH2:20][C:17]1[CH:16]=[CH:15][C:14]([C:5]2([CH3:23])[C:4](=[O:24])[C:3]3[C:8](=[CH:9][C:10]([Cl:12])=[CH:11][C:2]=3[Cl:1])[NH:7][C:6]2=[O:13])=[CH:19][CH:18]=1, predict the reactants needed to synthesize it. The reactants are: [Cl:1][C:2]1[CH:11]=[C:10]([Cl:12])[CH:9]=[C:8]2[C:3]=1[C:4](=[O:24])[C:5]([CH3:23])([C:14]1[CH:19]=[CH:18][C:17]([N+:20]([O-])=O)=[CH:16][CH:15]=1)[C:6](=[O:13])[NH:7]2.